From a dataset of Full USPTO retrosynthesis dataset with 1.9M reactions from patents (1976-2016). Predict the reactants needed to synthesize the given product. (1) Given the product [C:1]([O:5][C:6](=[O:25])[NH:7][C:8]([CH3:24])([CH3:23])[CH2:9][N:10]1[C:35](=[O:36])[NH:34][C:33](=[O:38])[N:13]([C:14]2[CH:19]=[CH:18][CH:17]=[C:16]([O:20][CH3:21])[C:15]=2[F:22])[C:11]1=[O:12])([CH3:4])([CH3:2])[CH3:3], predict the reactants needed to synthesize it. The reactants are: [C:1]([O:5][C:6](=[O:25])[NH:7][C:8]([CH3:24])([CH3:23])[CH2:9][NH:10][C:11]([NH:13][C:14]1[CH:19]=[CH:18][CH:17]=[C:16]([O:20][CH3:21])[C:15]=1[F:22])=[O:12])([CH3:4])([CH3:3])[CH3:2].C(N(CC)CC)C.[C:33](=[O:38])=[N:34][C:35](Cl)=[O:36]. (2) The reactants are: [CH3:1][C:2]1[CH2:6][CH2:5][C:4](=O)[CH:3]=1.[C:8]1([Li])[CH:13]=[CH:12][CH:11]=[CH:10][CH:9]=1.[Li].BrC1C=CC=CC=1.[NH4+].[Cl-]. Given the product [CH3:1][C:2]1[CH2:6][CH:5]=[C:4]([C:8]2[CH:13]=[CH:12][CH:11]=[CH:10][CH:9]=2)[CH:3]=1, predict the reactants needed to synthesize it. (3) Given the product [C:34]([O:33][C:30]1[CH:21]=[C:22]2[C:17](=[CH:18][CH:31]=1)[N:16]=[C:15]([C:24]1[CH:29]=[CH:28][CH:27]=[CH:26][CH:25]=1)[CH:14]=[C:13]2[C:11]([OH:12])=[O:10])(=[O:36])[CH3:35], predict the reactants needed to synthesize it. The reactants are: [OH-].[Na+].O1CCCC1.C([O:10][C:11]([C:13]1[C:22]2[C:17](=[CH:18]C=C(O)[CH:21]=2)[N:16]=[C:15]([C:24]2[CH:29]=[CH:28][CH:27]=[CH:26][CH:25]=2)[CH:14]=1)=[O:12])C.[C:30]([O:33][C:34](=[O:36])[CH3:35])(=O)[CH3:31]. (4) Given the product [Br:1][C:2]1[CH:3]=[CH:4][C:5]([N:8]2[C:12]([C:13]([F:16])([F:15])[F:14])=[CH:11][C:10]([C:17]3[O:18][CH2:23][C:20]([CH3:21])([CH3:24])[N:19]=3)=[N:9]2)=[N:6][CH:7]=1, predict the reactants needed to synthesize it. The reactants are: [Br:1][C:2]1[CH:3]=[CH:4][C:5]([N:8]2[C:12]([C:13]([F:16])([F:15])[F:14])=[CH:11][C:10]([C:17]([NH:19][C:20]([CH3:24])([CH3:23])[CH2:21]O)=[O:18])=[N:9]2)=[N:6][CH:7]=1.BrC1C=CC(N2C(C(F)(F)F)=CC(C(O)=O)=N2)=NC=1.C(Cl)(=O)C(Cl)=O.NC(C)(C)CO.